This data is from Forward reaction prediction with 1.9M reactions from USPTO patents (1976-2016). The task is: Predict the product of the given reaction. (1) Given the reactants [CH2:1]([NH:8][C:9]1[N:14]2[N:15]=[CH:16][C:17]([C:18](O)=[O:19])=[C:13]2[N:12]=[CH:11][C:10]=1[C:21]([N:23]1[CH2:28][CH2:27][CH:26]([C:29]2[CH:34]=[CH:33][C:32]([CH3:35])=[CH:31][CH:30]=2)[CH2:25][CH2:24]1)=[O:22])[C:2]1[CH:7]=[CH:6][CH:5]=[CH:4][CH:3]=1.[CH3:36][S:37]([NH2:40])(=[O:39])=[O:38], predict the reaction product. The product is: [CH2:1]([NH:8][C:9]1[N:14]2[N:15]=[CH:16][C:17]([C:18]([NH:40][S:37]([CH3:36])(=[O:39])=[O:38])=[O:19])=[C:13]2[N:12]=[CH:11][C:10]=1[C:21]([N:23]1[CH2:28][CH2:27][CH:26]([C:29]2[CH:34]=[CH:33][C:32]([CH3:35])=[CH:31][CH:30]=2)[CH2:25][CH2:24]1)=[O:22])[C:2]1[CH:3]=[CH:4][CH:5]=[CH:6][CH:7]=1. (2) The product is: [CH3:24][O:25][C:26](=[O:34])[C:27]1[CH:32]=[CH:31][CH:30]=[CH:29][C:28]=1[NH:16][C:15]1[N:14]([C:17]2[CH:22]=[CH:21][CH:20]=[CH:19][C:18]=2[CH3:23])[N:13]=[CH:12][C:11]=1[C:7]1[CH:6]=[C:5]2[C:10](=[CH:9][CH:8]=1)[N:1]=[CH:2][CH:3]=[N:4]2. Given the reactants [N:1]1[C:10]2[C:5](=[CH:6][C:7]([C:11]3[CH:12]=[N:13][N:14]([C:17]4[CH:22]=[CH:21][CH:20]=[CH:19][C:18]=4[CH3:23])[C:15]=3[NH2:16])=[CH:8][CH:9]=2)[N:4]=[CH:3][CH:2]=1.[CH3:24][O:25][C:26](=[O:34])[C:27]1[CH:32]=[CH:31][CH:30]=[CH:29][C:28]=1Br.P([O-])([O-])([O-])=O.[K+].[K+].[K+].C(P(C(C)(C)C)C1C=CC=CC=1C1C=CC=CC=1)(C)(C)C, predict the reaction product. (3) Given the reactants [Li+].[OH-].C([O:5][C:6]([C:8]1[CH:13]=[C:12]([O:14][C:15]2[CH:16]=[C:17]3[C:21](=[CH:22][CH:23]=2)[N:20]([C:24](=[O:36])[NH:25][C:26]2[CH:31]=[CH:30][CH:29]=[C:28]([C:32]([F:35])([F:34])[F:33])[CH:27]=2)[CH2:19][CH2:18]3)[N:11]=[CH:10][N:9]=1)=[O:7])C, predict the reaction product. The product is: [F:34][C:32]([F:33])([F:35])[C:28]1[CH:27]=[C:26]([NH:25][C:24]([N:20]2[C:21]3[C:17](=[CH:16][C:15]([O:14][C:12]4[N:11]=[CH:10][N:9]=[C:8]([C:6]([OH:7])=[O:5])[CH:13]=4)=[CH:23][CH:22]=3)[CH2:18][CH2:19]2)=[O:36])[CH:31]=[CH:30][CH:29]=1. (4) Given the reactants Cl[C:2]1[N:7]=[C:6]([NH:8][CH2:9][CH2:10][CH3:11])[N:5]=[C:4]([NH:12][CH2:13][CH2:14][CH3:15])[N:3]=1.Cl.[CH2:17]([O:20][NH2:21])[CH:18]=[CH2:19].[OH-].[Na+], predict the reaction product. The product is: [CH2:17]([O:20][NH:21][C:2]1[N:7]=[C:6]([NH:8][CH2:9][CH2:10][CH3:11])[N:5]=[C:4]([NH:12][CH2:13][CH2:14][CH3:15])[N:3]=1)[CH:18]=[CH2:19]. (5) Given the reactants [Cl:1][C:2]1[CH:3]=[CH:4][C:5]([O:20][CH3:21])=[C:6]([C:8]2[N:16]3[C:11]([CH:12]=[N:13][C:14](S(C)=O)=[N:15]3)=[CH:10][CH:9]=2)[CH:7]=1.[CH3:22][O:23][C:24]1[CH:25]=[C:26]([CH:28]=[C:29]([O:33][CH3:34])[C:30]=1[O:31][CH3:32])[NH2:27], predict the reaction product. The product is: [Cl:1][C:2]1[CH:3]=[CH:4][C:5]([O:20][CH3:21])=[C:6]([C:8]2[N:16]3[C:11]([CH:12]=[N:13][C:14]([NH:27][C:26]4[CH:28]=[C:29]([O:33][CH3:34])[C:30]([O:31][CH3:32])=[C:24]([O:23][CH3:22])[CH:25]=4)=[N:15]3)=[CH:10][CH:9]=2)[CH:7]=1. (6) The product is: [CH3:20][O:21][CH2:2][C:3]1[N:4]=[C:5]2[C:10]([NH:11][C:12](=[O:17])[C:13]([CH3:16])([CH3:15])[CH3:14])=[CH:9][CH:8]=[CH:7][N:6]2[C:18]=1[CH3:19]. Given the reactants Cl[CH2:2][C:3]1[N:4]=[C:5]2[C:10]([NH:11][C:12](=[O:17])[C:13]([CH3:16])([CH3:15])[CH3:14])=[CH:9][CH:8]=[CH:7][N:6]2[C:18]=1[CH3:19].[CH3:20][OH:21], predict the reaction product. (7) Given the reactants [CH2:1]([N:8]1[CH2:13][CH2:12][C:11]([N:21]([C:25]2[CH:30]=[CH:29][CH:28]=[CH:27][CH:26]=2)[C:22](=[O:24])[CH3:23])([C:14]2[CH:19]=[CH:18][CH:17]=[C:16]([CH3:20])[N:15]=2)[CH2:10][CH2:9]1)[C:2]1[CH:7]=[CH:6][CH:5]=[CH:4][CH:3]=1.[C:31]([OH:36])(=[O:35])[C:32]([OH:34])=[O:33], predict the reaction product. The product is: [C:31]([OH:36])(=[O:35])[C:32]([OH:34])=[O:33].[CH2:1]([N:8]1[CH2:9][CH2:10][C:11]([N:21]([C:25]2[CH:30]=[CH:29][CH:28]=[CH:27][CH:26]=2)[C:22](=[O:24])[CH3:23])([C:14]2[CH:19]=[CH:18][CH:17]=[C:16]([CH3:20])[N:15]=2)[CH2:12][CH2:13]1)[C:2]1[CH:7]=[CH:6][CH:5]=[CH:4][CH:3]=1. (8) Given the reactants [F:1][C:2]([F:13])([F:12])[C:3]1[CH:11]=[CH:10][C:6]([C:7]([OH:9])=[O:8])=[CH:5][CH:4]=1.[CH3:14][S:15]SC, predict the reaction product. The product is: [CH3:14][S:15][C:10]1[CH:11]=[C:3]([C:2]([F:12])([F:13])[F:1])[CH:4]=[CH:5][C:6]=1[C:7]([OH:9])=[O:8]. (9) Given the reactants [Cl:1][C:2]1[CH:7]=[CH:6][CH:5]=[C:4]([Cl:8])[C:3]=1[NH:9][C:10]([NH:12][C:13]1[S:14][C:15]([CH2:21][C:22]2[CH:27]=[CH:26][CH:25]=[CH:24][CH:23]=2)=[CH:16][C:17]=1[C:18](O)=[O:19])=[O:11].CN(C(ON1N=NC2C=CC=NC1=2)=[N+](C)C)C.F[P-](F)(F)(F)(F)F.CCN(C(C)C)C(C)C.Cl.[NH2:62][C@@H:63]([CH:68]1[CH2:73][CH2:72][CH2:71][CH2:70][CH2:69]1)[C:64]([O:66][CH3:67])=[O:65], predict the reaction product. The product is: [CH:68]1([C@H:63]([NH:62][C:18]([C:17]2[CH:16]=[C:15]([CH2:21][C:22]3[CH:27]=[CH:26][CH:25]=[CH:24][CH:23]=3)[S:14][C:13]=2[NH:12][C:10]([NH:9][C:3]2[C:2]([Cl:1])=[CH:7][CH:6]=[CH:5][C:4]=2[Cl:8])=[O:11])=[O:19])[C:64]([O:66][CH3:67])=[O:65])[CH2:73][CH2:72][CH2:71][CH2:70][CH2:69]1.